From a dataset of Reaction yield outcomes from USPTO patents with 853,638 reactions. Predict the reaction yield, written as a fraction of the theoretical maximum amount of product (1.0 means a 100% yield; for example, 0.34 means a 34% yield). The reactants are C[O:2][C:3]([C:5]1[CH:6]=[C:7]([Cl:32])[C:8]([C:11]2[CH:12]=[N:13][C:14]([C:17]3[NH:21][C:20]4[CH:22]=[C:23]([N:26]5[CH2:31][CH2:30][O:29][CH2:28][CH2:27]5)[CH:24]=[CH:25][C:19]=4[N:18]=3)=[CH:15][CH:16]=2)=[N:9][CH:10]=1)=O.O1CCCC1.[OH-].[Al+3].[Li+].[OH-].[OH-].[OH-]. The catalyst is O. The product is [Cl:32][C:7]1[C:8]([C:11]2[CH:12]=[N:13][C:14]([C:17]3[NH:21][C:20]4[CH:22]=[C:23]([N:26]5[CH2:27][CH2:28][O:29][CH2:30][CH2:31]5)[CH:24]=[CH:25][C:19]=4[N:18]=3)=[CH:15][CH:16]=2)=[N:9][CH:10]=[C:5]([CH2:3][OH:2])[CH:6]=1. The yield is 0.930.